From a dataset of Forward reaction prediction with 1.9M reactions from USPTO patents (1976-2016). Predict the product of the given reaction. (1) Given the reactants [O:1]=[C:2]1[CH2:7][O:6][C:5]2[N:8]=[C:9]([C:18]3[CH:23]=[CH:22][C:21]([C:24]4([NH:28][C:29](=[O:35])[O:30][C:31]([CH3:34])([CH3:33])[CH3:32])[CH2:27][CH2:26][CH2:25]4)=[CH:20][CH:19]=3)[C:10]([C:12]3[CH:17]=[CH:16][CH:15]=[CH:14][CH:13]=3)=[CH:11][C:4]=2[NH:3]1.[H-].[Na+].Br[CH2:39][C:40]([O:42][CH2:43][CH3:44])=[O:41], predict the reaction product. The product is: [C:31]([O:30][C:29]([NH:28][C:24]1([C:21]2[CH:22]=[CH:23][C:18]([C:9]3[C:10]([C:12]4[CH:13]=[CH:14][CH:15]=[CH:16][CH:17]=4)=[CH:11][C:4]4[N:3]([CH2:39][C:40]([O:42][CH2:43][CH3:44])=[O:41])[C:2](=[O:1])[CH2:7][O:6][C:5]=4[N:8]=3)=[CH:19][CH:20]=2)[CH2:25][CH2:26][CH2:27]1)=[O:35])([CH3:32])([CH3:34])[CH3:33]. (2) Given the reactants F[C:2]1[N:7]2[CH:8]=[C:9]([CH2:11][N:12]([CH2:23][C:24]([F:27])([F:26])[F:25])[CH:13]3[C:22]4[N:21]=[CH:20][CH:19]=[CH:18][C:17]=4[CH2:16][CH2:15][CH2:14]3)[N:10]=[C:6]2[CH:5]=[CH:4][CH:3]=1.[NH:28]1[CH2:33][CH2:32][NH:31][CH2:30][CH2:29]1, predict the reaction product. The product is: [N:28]1([C:2]2[N:7]3[CH:8]=[C:9]([CH2:11][N:12]([CH2:23][C:24]([F:27])([F:26])[F:25])[CH:13]4[C:22]5[N:21]=[CH:20][CH:19]=[CH:18][C:17]=5[CH2:16][CH2:15][CH2:14]4)[N:10]=[C:6]3[CH:5]=[CH:4][CH:3]=2)[CH2:33][CH2:32][NH:31][CH2:30][CH2:29]1.